From a dataset of Full USPTO retrosynthesis dataset with 1.9M reactions from patents (1976-2016). Predict the reactants needed to synthesize the given product. Given the product [Br:1][C:2]1[C:11]2[C:6](=[CH:7][CH:8]=[CH:9][CH:10]=2)[C:5]([O:12][CH2:14][CH2:15][CH2:16][N:17]2[CH2:22][CH2:21][CH2:20][CH2:19][CH2:18]2)=[CH:4][CH:3]=1, predict the reactants needed to synthesize it. The reactants are: [Br:1][C:2]1[C:11]2[C:6](=[CH:7][CH:8]=[CH:9][CH:10]=2)[C:5]([OH:12])=[CH:4][CH:3]=1.Cl[CH2:14][CH2:15][CH2:16][N:17]1[CH2:22][CH2:21][CH2:20][CH2:19][CH2:18]1.C(=O)([O-])[O-].[K+].[K+].[I-].[K+].S([O-])([O-])(=O)=S.[Na+].[Na+].